From a dataset of Catalyst prediction with 721,799 reactions and 888 catalyst types from USPTO. Predict which catalyst facilitates the given reaction. (1) Reactant: [CH3:1][C:2]1[CH:3]=[CH:4][C:5]([C:21]([NH:23][C:24]2[CH:25]=[C:26]([C:36]([F:39])([F:38])[F:37])[CH:27]=[C:28]([N:30]3[CH:34]=[N:33][C:32]([CH3:35])=[CH:31]3)[CH:29]=2)=[O:22])=[CH:6][C:7]=1[NH:8][C:9]1[N:10]=[CH:11][CH:12]=[C:13]([C:15]2[CH:16]=[CH:17][CH:18]=[N:19][CH:20]=2)[N:14]=1.[C:40]([OH:48])(=[O:47])[CH2:41][CH2:42][CH2:43][C:44]([OH:46])=[O:45]. Product: [CH3:1][C:2]1[CH:3]=[CH:4][C:5]([C:21]([NH:23][C:24]2[CH:25]=[C:26]([C:36]([F:38])([F:39])[F:37])[CH:27]=[C:28]([N:30]3[CH:34]=[N:33][C:32]([CH3:35])=[CH:31]3)[CH:29]=2)=[O:22])=[CH:6][C:7]=1[NH:8][C:9]1[N:10]=[CH:11][CH:12]=[C:13]([C:15]2[CH:16]=[CH:17][CH:18]=[N:19][CH:20]=2)[N:14]=1.[C:40]([O-:48])(=[O:47])[CH2:41][CH2:42][CH2:43][C:44]([O-:46])=[O:45]. The catalyst class is: 237. (2) The catalyst class is: 20. Product: [Br:1][C:2]1[CH:3]=[CH:4][C:5]([O:20][CH2:21][C:22]2[CH:23]=[CH:24][C:25]([Cl:28])=[CH:26][CH:27]=2)=[C:6]([CH2:8][N:9]2[CH2:10][CH2:11][C:12]([OH:19])([C:15]([OH:17])=[O:16])[CH2:13][CH2:14]2)[CH:7]=1. Reactant: [Br:1][C:2]1[CH:3]=[CH:4][C:5]([O:20][CH2:21][C:22]2[CH:27]=[CH:26][C:25]([Cl:28])=[CH:24][CH:23]=2)=[C:6]([CH2:8][N:9]2[CH2:14][CH2:13][C:12]([OH:19])([C:15]([O:17]C)=[O:16])[CH2:11][CH2:10]2)[CH:7]=1.[Li+].[OH-]. (3) Reactant: [C:1]1([C:7]2[C:12]3[CH:13]=[CH:14][O:15][C:11]=3[C:10](O)=[N:9][N:8]=2)[CH:6]=[CH:5][CH:4]=[CH:3][CH:2]=1.N1C=CC=CC=1.O=P(Cl)(Cl)[Cl:25]. Product: [Cl:25][C:10]1[C:11]2[O:15][CH:14]=[CH:13][C:12]=2[C:7]([C:1]2[CH:6]=[CH:5][CH:4]=[CH:3][CH:2]=2)=[N:8][N:9]=1. The catalyst class is: 6. (4) The catalyst class is: 238. Reactant: [CH3:1][C:2]1[C:7]([C:8]#[N:9])=[C:6]([NH:10][C@H:11]([C:13]2[N:18]=[C:17]3[CH:19]=[CH:20][N:21]([CH3:22])[C:16]3=[CH:15][C:14]=2[C:23]2[N:27]([CH3:28])[N:26]=[CH:25][CH:24]=2)[CH3:12])[N:5]=[C:4](SC)[N:3]=1.O[O:32][S:33]([O-:35])=O.[K+].[C:37](#N)C. Product: [CH3:1][C:2]1[C:7]([C:8]#[N:9])=[C:6]([NH:10][C@H:11]([C:13]2[N:18]=[C:17]3[CH:19]=[CH:20][N:21]([CH3:22])[C:16]3=[CH:15][C:14]=2[C:23]2[N:27]([CH3:28])[N:26]=[CH:25][CH:24]=2)[CH3:12])[N:5]=[C:4]([S:33]([CH3:37])(=[O:35])=[O:32])[N:3]=1. (5) Reactant: [CH3:1][O:2][C:3]1[C:4]([NH2:9])=[CH:5][CH:6]=[CH:7][CH:8]=1.[Br:10]C1C(=O)C(Br)=CC(Br)(Br)C=1. Product: [Br:10][C:7]1[CH:6]=[CH:5][C:4]([NH2:9])=[C:3]([O:2][CH3:1])[CH:8]=1. The catalyst class is: 4. (6) Reactant: [F:1][C:2]1[CH:16]=[CH:15][CH:14]=[C:13]([F:17])[C:3]=1[CH2:4][O:5][C:6]1[C:7]([NH2:12])=[N:8][CH:9]=[CH:10][CH:11]=1.Cl[CH2:19][C:20]([CH3:22])=O. Product: [F:1][C:2]1[CH:16]=[CH:15][CH:14]=[C:13]([F:17])[C:3]=1[CH2:4][O:5][C:6]1[C:7]2[N:8]([CH:19]=[C:20]([CH3:22])[N:12]=2)[CH:9]=[CH:10][CH:11]=1. The catalyst class is: 8. (7) Reactant: [CH2:1]([O:8][C:9]1[CH:18]=[C:17]2[C:12]([C:13](=O)[NH:14][C:15](=[O:19])[NH:16]2)=[CH:11][C:10]=1[Br:21])[C:2]1[CH:7]=[CH:6][CH:5]=[CH:4][CH:3]=1.[C:22]([O-:25])([O-])=O.[K+].[K+].[CH3:28]I. Product: [CH2:1]([O:8][C:9]1[CH:18]=[C:17]2[C:12]([C:22](=[O:25])[N:14]([CH3:13])[C:15](=[O:19])[N:16]2[CH3:28])=[CH:11][C:10]=1[Br:21])[C:2]1[CH:7]=[CH:6][CH:5]=[CH:4][CH:3]=1. The catalyst class is: 18. (8) Reactant: OC(C(F)(F)F)=O.[NH2:8][C:9]1[CH:10]=[C:11]([CH:14]=[CH:15][N:16]=1)[C:12]#[N:13].[Br:17]N1C(=O)CCC1=O. Product: [NH2:8][C:9]1[CH:10]=[C:11]([C:14]([Br:17])=[CH:15][N:16]=1)[C:12]#[N:13]. The catalyst class is: 10. (9) Product: [C:23]([C@H:27]1[CH2:32][CH2:31][C@H:30]([O:1][C:2]2[CH:3]=[C:4]3[C:9](=[CH:10][CH:11]=2)[N:8]=[C:7]([CH2:12][N:13]2[CH2:14][CH2:15][CH:16]([C:19]([O:21][CH3:22])=[O:20])[CH2:17][CH2:18]2)[N:6]=[CH:5]3)[CH2:29][CH2:28]1)([CH3:26])([CH3:25])[CH3:24]. Reactant: [OH:1][C:2]1[CH:3]=[C:4]2[C:9](=[CH:10][CH:11]=1)[N:8]=[C:7]([CH2:12][N:13]1[CH2:18][CH2:17][CH:16]([C:19]([O:21][CH3:22])=[O:20])[CH2:15][CH2:14]1)[N:6]=[CH:5]2.[C:23]([C@@H:27]1[CH2:32][CH2:31][C@H:30](O)[CH2:29][CH2:28]1)([CH3:26])([CH3:25])[CH3:24].C1C=CC(P(C2C=CC=CC=2)C2C=CC=CC=2)=CC=1.CC(OC(/N=N/C(OC(C)C)=O)=O)C. The catalyst class is: 90.